This data is from Catalyst prediction with 721,799 reactions and 888 catalyst types from USPTO. The task is: Predict which catalyst facilitates the given reaction. Reactant: [OH-].[Li+].[CH2:3]([O:5][C@@H:6]([CH2:12][C:13]1[CH:18]=[CH:17][C:16]([CH2:19][CH2:20][O:21][C:22]2[CH:27]=[CH:26][C:25]([O:28][S:29]([CH3:32])(=[O:31])=[O:30])=[CH:24][CH:23]=2)=[CH:15][CH:14]=1)[C:7]([O:9]CC)=[O:8])[CH3:4].Cl. Product: [CH2:3]([O:5][C@@H:6]([CH2:12][C:13]1[CH:14]=[CH:15][C:16]([CH2:19][CH2:20][O:21][C:22]2[CH:23]=[CH:24][C:25]([O:28][S:29]([CH3:32])(=[O:31])=[O:30])=[CH:26][CH:27]=2)=[CH:17][CH:18]=1)[C:7]([OH:9])=[O:8])[CH3:4]. The catalyst class is: 20.